Dataset: Catalyst prediction with 721,799 reactions and 888 catalyst types from USPTO. Task: Predict which catalyst facilitates the given reaction. (1) Reactant: [C:1]([C:4]1[CH:9]=[CH:8][C:7]([O:10][CH2:11][CH2:12][C:13]([OH:15])=O)=[CH:6][CH:5]=1)(=[O:3])[CH3:2].Cl.Cl.[NH2:18][CH:19]1[CH2:24][CH2:23][N:22]([CH2:25][C:26]2[CH:31]=[CH:30][C:29]([Cl:32])=[C:28]([Cl:33])[CH:27]=2)[CH2:21][CH2:20]1.CCN=C=NCCCN(C)C.Cl.C1C=CC2N(O)N=NC=2C=1. Product: [C:1]([C:4]1[CH:5]=[CH:6][C:7]([O:10][CH2:11][CH2:12][C:13]([NH:18][CH:19]2[CH2:24][CH2:23][N:22]([CH2:25][C:26]3[CH:31]=[CH:30][C:29]([Cl:32])=[C:28]([Cl:33])[CH:27]=3)[CH2:21][CH2:20]2)=[O:15])=[CH:8][CH:9]=1)(=[O:3])[CH3:2]. The catalyst class is: 338. (2) Reactant: C([O:3][C:4]([C@@:6]12[CH2:24][C@H:23]1[CH:22]=[CH:21][CH2:20][CH2:19][CH2:18][CH2:17][CH2:16][N:15]([NH:25][C:26]([O:28][C:29]([CH3:32])([CH3:31])[CH3:30])=[O:27])[C:14](=[O:33])[C@H:13]1[C@@H:9]([CH2:10][C@@H:11]([O:34][C:35]3[C:44]4[C:39](=[CH:40][C:41]([O:45][CH3:46])=[CH:42][CH:43]=4)[N:38]=[C:37]([C:47]4[CH:52]=[CH:51][CH:50]=[CH:49][CH:48]=4)[CH:36]=3)[CH2:12]1)[C:8](=[O:53])[NH:7]2)=[O:5])C.[Li+].[OH-]. Product: [C:29]([O:28][C:26]([NH:25][N:15]1[C:14](=[O:33])[C@H:13]2[C@@H:9]([CH2:10][C@@H:11]([O:34][C:35]3[C:44]4[C:39](=[CH:40][C:41]([O:45][CH3:46])=[CH:42][CH:43]=4)[N:38]=[C:37]([C:47]4[CH:52]=[CH:51][CH:50]=[CH:49][CH:48]=4)[CH:36]=3)[CH2:12]2)[C:8](=[O:53])[NH:7][C@@:6]2([C:4]([OH:5])=[O:3])[C@@H:23]([CH2:24]2)[CH:22]=[CH:21][CH2:20][CH2:19][CH2:18][CH2:17][CH2:16]1)=[O:27])([CH3:32])([CH3:30])[CH3:31]. The catalyst class is: 87. (3) Reactant: [NH2:1][C@@H:2]([CH:6]([CH3:8])[CH3:7])[C:3]([OH:5])=[O:4].[OH-].[Na+].C([O-])(O)=O.[Na+].Cl[C:17]([O:19][CH3:20])=[O:18].Cl. Product: [CH3:20][O:19][C:17]([NH:1][C@@H:2]([CH:6]([CH3:8])[CH3:7])[C:3]([OH:5])=[O:4])=[O:18]. The catalyst class is: 809. (4) Reactant: [Cl:1][C:2]1[CH:3]=[C:4]([C:8]#[C:9][C@@:10]2([O:27]CC3C=CC(OC)=CC=3)[CH2:15][CH2:14][CH2:13][C@@H:12]([NH:16][C:17]3[CH:18]=[C:19]4[C:24](=[CH:25][CH:26]=3)[N:23]=[CH:22][CH:21]=[N:20]4)[CH2:11]2)[CH:5]=[CH:6][CH:7]=1.Cl. Product: [Cl:1][C:2]1[CH:3]=[C:4]([C:8]#[C:9][C@@:10]2([OH:27])[CH2:15][CH2:14][CH2:13][C@@H:12]([NH:16][C:17]3[CH:18]=[C:19]4[C:24](=[CH:25][CH:26]=3)[N:23]=[CH:22][CH:21]=[N:20]4)[CH2:11]2)[CH:5]=[CH:6][CH:7]=1. The catalyst class is: 71. (5) Reactant: [NH2:1][C:2]1[CH:11]=[CH:10][CH:9]=[C:8]2[C:3]=1[CH:4]=[CH:5][C:6]([CH3:12])=[N:7]2.[F:13][C:14]1[CH:15]=[CH:16][C:17]([O:32][CH3:33])=[C:18]([C:20]2([CH2:23][C:24]([OH:31])([C:27]([F:30])([F:29])[F:28])[CH:25]=O)[CH2:22][CH2:21]2)[CH:19]=1.C(O)(=O)C.CCCCCC.C(OCC)(=O)C. Product: [F:13][C:14]1[CH:15]=[CH:16][C:17]([O:32][CH3:33])=[C:18]([C:20]2([CH2:23][C:24]([C:27]([F:29])([F:30])[F:28])([OH:31])[CH:25]=[N:1][C:2]3[CH:11]=[CH:10][CH:9]=[C:8]4[C:3]=3[CH:4]=[CH:5][C:6]([CH3:12])=[N:7]4)[CH2:21][CH2:22]2)[CH:19]=1. The catalyst class is: 11.